Dataset: Forward reaction prediction with 1.9M reactions from USPTO patents (1976-2016). Task: Predict the product of the given reaction. (1) The product is: [CH3:21][N:19]([CH3:20])[CH2:18][CH2:17][N:12]1[C:11](=[O:22])[C:10]2[CH:23]=[CH:24][CH:25]=[C:8]3[C:9]=2[C:14](=[C:15]2[C:2]([NH:1][C:35]([NH:34][C:31]4[CH:30]=[CH:29][C:28]([C:27]([F:26])([F:37])[F:38])=[CH:33][CH:32]=4)=[S:36])=[CH:3][CH:4]=[CH:5][C:6]2=[CH:7]3)[C:13]1=[O:16]. Given the reactants [NH2:1][C:2]1[C:15]2[C:6](=[CH:7][C:8]3[C:9]4[C:14]=2[C:13](=[O:16])[N:12]([CH2:17][CH2:18][N:19]([CH3:21])[CH3:20])[C:11](=[O:22])[C:10]=4[CH:23]=[CH:24][CH:25]=3)[CH:5]=[CH:4][CH:3]=1.[F:26][C:27]([F:38])([F:37])[C:28]1[CH:33]=[CH:32][C:31]([N:34]=[C:35]=[S:36])=[CH:30][CH:29]=1, predict the reaction product. (2) Given the reactants O.CCN=C=NCCCN(C)C.[CH:13]([C:16]1[N:20]=[C:19]([N:21]2[CH2:26][CH2:25][CH:24]([CH2:27][CH2:28][CH2:29][O:30][C:31]3[CH:39]=[CH:38][C:34]([C:35](O)=[O:36])=[C:33]([CH3:40])[CH:32]=3)[CH2:23][CH2:22]2)[O:18][N:17]=1)([CH3:15])[CH3:14].[C:41]([O:45][C:46](=[O:54])[NH:47][CH2:48][C@H:49]1[CH2:53][CH2:52][CH2:51][NH:50]1)([CH3:44])([CH3:43])[CH3:42], predict the reaction product. The product is: [C:41]([O:45][C:46](=[O:54])[NH:47][CH2:48][C@H:49]1[CH2:53][CH2:52][CH2:51][N:50]1[C:35](=[O:36])[C:34]1[CH:38]=[CH:39][C:31]([O:30][CH2:29][CH2:28][CH2:27][CH:24]2[CH2:23][CH2:22][N:21]([C:19]3[O:18][N:17]=[C:16]([CH:13]([CH3:14])[CH3:15])[N:20]=3)[CH2:26][CH2:25]2)=[CH:32][C:33]=1[CH3:40])([CH3:44])([CH3:42])[CH3:43]. (3) Given the reactants [CH3:1][C:2]1([CH3:16])[C:6]([CH3:8])([CH3:7])[O:5][B:4]([C:9]2[CH:14]=[CH:13][C:12]([OH:15])=[CH:11][CH:10]=2)[O:3]1.[N:17]1([CH2:23][CH2:24]O)[CH2:22][CH2:21][O:20][CH2:19][CH2:18]1.C1(P(C2C=CC=CC=2)C2C=CC=CC=2)C=CC=CC=1.CC(OC(/N=N/C(OC(C)C)=O)=O)C, predict the reaction product. The product is: [CH3:8][C:6]1([CH3:7])[C:2]([CH3:16])([CH3:1])[O:3][B:4]([C:9]2[CH:14]=[CH:13][C:12]([O:15][CH2:24][CH2:23][N:17]3[CH2:22][CH2:21][O:20][CH2:19][CH2:18]3)=[CH:11][CH:10]=2)[O:5]1. (4) The product is: [Br:31][CH2:32][C:33]([NH:34][C:18]([C:16]1[CH:15]=[C:14]2[C:9]([CH2:10][NH:11][C:12](=[O:30])[N:13]2[C:22]2[C:23]([Cl:29])=[CH:24][CH:25]=[CH:26][C:27]=2[Cl:28])=[C:8]([C:3]2[CH:4]=[CH:5][CH:6]=[CH:7][C:2]=2[Cl:1])[CH:17]=1)([CH3:19])[CH3:20])=[O:36]. Given the reactants [Cl:1][C:2]1[CH:7]=[CH:6][CH:5]=[CH:4][C:3]=1[C:8]1[CH:17]=[C:16]([C:18](O)([CH3:20])[CH3:19])[CH:15]=[C:14]2[C:9]=1[CH2:10][NH:11][C:12](=[O:30])[N:13]2[C:22]1[C:27]([Cl:28])=[CH:26][CH:25]=[CH:24][C:23]=1[Cl:29].[Br:31][CH2:32][C:33]#[N:34].S(=O)(=O)(O)[OH:36], predict the reaction product. (5) Given the reactants C([NH:3][C:4]([NH:6][C:7]1[S:8][C:9]2[CH:43]=[CH:42][CH:41]=[CH:40][C:10]=2[C:11]=1[C:12]([N:14]1[CH2:19][CH2:18][CH:17]([N:20]2[CH2:25][CH2:24][N:23](C(=O)C(F)(F)F)[CH:22]([C:32]([N:34]3[CH2:39][CH2:38][O:37][CH2:36][CH2:35]3)=[O:33])[CH2:21]2)[CH2:16][CH2:15]1)=[O:13])=[O:5])C.ClC(Cl)(Cl)C(N=C=O)=O.N.CO, predict the reaction product. The product is: [N:34]1([C:32]([CH:22]2[NH:23][CH2:24][CH2:25][N:20]([CH:17]3[CH2:18][CH2:19][N:14]([C:12]([C:11]4[C:10]5[CH:40]=[CH:41][CH:42]=[CH:43][C:9]=5[S:8][C:7]=4[NH:6][C:4]([NH2:3])=[O:5])=[O:13])[CH2:15][CH2:16]3)[CH2:21]2)=[O:33])[CH2:39][CH2:38][O:37][CH2:36][CH2:35]1. (6) The product is: [CH3:1][O:2][C:3]([C:5]1[S:22][C:8]2[CH:9]3[CH:13]([CH2:14][C:7]=2[CH:6]=1)[CH2:12][NH:11][CH2:10]3)=[O:4]. Given the reactants [CH3:1][O:2][C:3]([C:5]1[S:22][C:8]2[CH:9]3[CH:13]([CH2:14][C:7]=2[CH:6]=1)[CH2:12][N:11](CC1C=CC=CC=1)[CH2:10]3)=[O:4].C([O-])([O-])=O.[K+].[K+].CC(Cl)OC(Cl)=O, predict the reaction product.